This data is from Reaction yield outcomes from USPTO patents with 853,638 reactions. The task is: Predict the reaction yield, written as a fraction of the theoretical maximum amount of product (1.0 means a 100% yield; for example, 0.34 means a 34% yield). (1) The reactants are Cl[C:2]1[CH:7]=[C:6]([O:8][C:9]2[C:10]([CH3:16])=[N:11][C:12]([CH3:15])=[CH:13][CH:14]=2)[CH:5]=[CH:4][N:3]=1.[NH2:17][C:18]1[CH:23]=[CH:22][C:21]([S:24]([NH:27][CH2:28][CH2:29][Cl:30])(=[O:26])=[O:25])=[CH:20][CH:19]=1.O.C1(C)C=CC(S(O)(=O)=O)=CC=1. The catalyst is CC(C)CC(O)C. The product is [Cl:30][CH2:29][CH2:28][NH:27][S:24]([C:21]1[CH:22]=[CH:23][C:18]([NH:17][C:2]2[CH:7]=[C:6]([O:8][C:9]3[C:10]([CH3:16])=[N:11][C:12]([CH3:15])=[CH:13][CH:14]=3)[CH:5]=[CH:4][N:3]=2)=[CH:19][CH:20]=1)(=[O:26])=[O:25]. The yield is 0.720. (2) The reactants are Br[C:2]1[CH:8]=[CH:7][C:5]([NH2:6])=[C:4]([CH2:9][CH3:10])[CH:3]=1.[CH3:11][PH:12](=[O:14])[CH3:13].P([O-])([O-])([O-])=O.[K+].[K+].[K+]. The product is [CH3:11][P:12]([C:2]1[CH:8]=[CH:7][C:5]([NH2:6])=[C:4]([CH2:9][CH3:10])[CH:3]=1)([CH3:13])=[O:14]. The yield is 0.780. The catalyst is CN(C=O)C.C([O-])(=O)C.[Pd+2].C([O-])(=O)C.CC1(C)C2C(=C(P(C3C=CC=CC=3)C3C=CC=CC=3)C=CC=2)OC2C(P(C3C=CC=CC=3)C3C=CC=CC=3)=CC=CC1=2. (3) The yield is 0.380. The product is [CH3:1][O:2][C:3]1[CH:4]=[C:5]([CH:19]=[CH:20][C:21]=1[O:22][CH3:23])[CH2:6][NH:7][C:8]1[CH:13]=[C:12]([C:32]2[CH:37]=[CH:36][N:35]=[CH:34][C:33]=2[NH2:38])[CH:11]=[C:10]([C:15]([F:18])([F:17])[F:16])[N:9]=1. The reactants are [CH3:1][O:2][C:3]1[CH:4]=[C:5]([CH:19]=[CH:20][C:21]=1[O:22][CH3:23])[CH2:6][NH:7][C:8]1[CH:13]=[C:12](I)[CH:11]=[C:10]([C:15]([F:18])([F:17])[F:16])[N:9]=1.CC1(C)C(C)(C)OB([C:32]2[CH:37]=[CH:36][N:35]=[CH:34][C:33]=2[NH2:38])O1. The catalyst is COCCOC. (4) The reactants are C(O[C:9]([N:11]1[CH2:15][C@H:14]([CH2:16][CH3:17])[C@H:13]([NH:18]C(OC(C)(C)C)=O)[CH2:12]1)=O)C1C=CC=CC=1.F[C:27]1[C:36](C)=[C:35]2[C:30]([C:31](=[O:45])[C:32]([C:42]([OH:44])=[O:43])=[CH:33][N:34]2[C@@H:38]2[CH2:40][C@@H:39]2[F:41])=[CH:29][CH:28]=1.C(N(CC)CC)C. The catalyst is [C].[Pd].CO. The product is [NH2:18][C@H:13]1[C@@H:14]([CH2:16][CH3:17])[CH2:15][N:11]([C:9]2[C:36]([CH3:27])=[C:35]3[C:30]([C:31](=[O:45])[C:32]([C:42]([OH:44])=[O:43])=[CH:33][N:34]3[C@@H:38]3[CH2:40][C@@H:39]3[F:41])=[CH:29][CH:28]=2)[CH2:12]1. The yield is 0.501.